Dataset: CYP2D6 inhibition data for predicting drug metabolism from PubChem BioAssay. Task: Regression/Classification. Given a drug SMILES string, predict its absorption, distribution, metabolism, or excretion properties. Task type varies by dataset: regression for continuous measurements (e.g., permeability, clearance, half-life) or binary classification for categorical outcomes (e.g., BBB penetration, CYP inhibition). Dataset: cyp2d6_veith. (1) The molecule is CC(C)CC1NC(=S)N(C2CCCCC2)C1=O. The result is 0 (non-inhibitor). (2) The result is 0 (non-inhibitor). The drug is Cc1ccc(NC(=O)CCC(=O)NNC(=O)c2cccs2)c(C)c1. (3) The drug is Cc1ccc(-c2ccc(/C=N/NC(=S)Nc3ccccc3)o2)cc1[N+](=O)[O-]. The result is 0 (non-inhibitor). (4) The molecule is Cc1ccc(C(=O)c2c[nH]c(C(=O)NCCCN3CCOCC3)c2)cc1. The result is 0 (non-inhibitor). (5) The drug is O=C(/C=C/c1ccc(Cl)cc1)Nc1ccc(N2CCCCC2)cc1. The result is 0 (non-inhibitor). (6) The drug is COc1cc(OC)c(NC(=S)Nc2cccc(C(C)=O)c2)cc1Cl. The result is 1 (inhibitor).